This data is from Retrosynthesis with 50K atom-mapped reactions and 10 reaction types from USPTO. The task is: Predict the reactants needed to synthesize the given product. Given the product Cc1cc2c(CN3CCC(C)CC3)c(CO)c(Cl)nc2cc1Cl, predict the reactants needed to synthesize it. The reactants are: CC1CCNCC1.Cc1cc2c(CCl)c(CO)c(Cl)nc2cc1Cl.